From a dataset of Reaction yield outcomes from USPTO patents with 853,638 reactions. Predict the reaction yield, written as a fraction of the theoretical maximum amount of product (1.0 means a 100% yield; for example, 0.34 means a 34% yield). (1) The reactants are Cl.[NH2:2][C@@H:3]1[CH2:8][CH2:7][CH2:6][CH2:5][C@H:4]1[O:9][CH2:10][CH2:11][C:12]1[CH:17]=[CH:16][C:15]([O:18][CH3:19])=[C:14]([O:20][CH3:21])[CH:13]=1.[OH-].[Na+]. The catalyst is ClCCl. The product is [NH2:2][C@@H:3]1[CH2:8][CH2:7][CH2:6][CH2:5][C@H:4]1[O:9][CH2:10][CH2:11][C:12]1[CH:17]=[CH:16][C:15]([O:18][CH3:19])=[C:14]([O:20][CH3:21])[CH:13]=1. The yield is 0.880. (2) The reactants are [NH:1]1[C:9]2[C:4](=[CH:5][CH:6]=[CH:7][CH:8]=2)[CH2:3][C:2]1=[O:10].[Br:11]N1C(=O)CCC1=O. The catalyst is C(#N)C. The product is [Br:11][C:6]1[CH:5]=[C:4]2[C:9](=[CH:8][CH:7]=1)[NH:1][C:2](=[O:10])[CH2:3]2. The yield is 0.900. (3) The reactants are Br[C:2]1[CH:7]=[CH:6][C:5]([NH:8][C:9](=[O:15])[O:10][C:11]([CH3:14])([CH3:13])[CH3:12])=[CH:4][CH:3]=1.[N:16]1[CH:21]=[CH:20][C:19](B(O)O)=[CH:18][CH:17]=1.C([O-])([O-])=O.[K+].[K+].C(Cl)Cl. The catalyst is O1CCOCC1.O.C1C=CC([P]([Pd]([P](C2C=CC=CC=2)(C2C=CC=CC=2)C2C=CC=CC=2)([P](C2C=CC=CC=2)(C2C=CC=CC=2)C2C=CC=CC=2)[P](C2C=CC=CC=2)(C2C=CC=CC=2)C2C=CC=CC=2)(C2C=CC=CC=2)C2C=CC=CC=2)=CC=1.CO. The product is [N:16]1[CH:21]=[CH:20][C:19]([C:2]2[CH:7]=[CH:6][C:5]([NH:8][C:9](=[O:15])[O:10][C:11]([CH3:14])([CH3:13])[CH3:12])=[CH:4][CH:3]=2)=[CH:18][CH:17]=1. The yield is 0.750. (4) The reactants are Br[CH2:2][C:3]1[CH:8]=[CH:7][CH:6]=[C:5]([O:9][CH:10]([CH3:12])[CH3:11])[CH:4]=1.[F:13][C:14]1[CH:15]=[C:16]([N:20]2[C@@:24]3([CH2:29][CH2:28][NH:27][C@@H:26]([CH3:30])[CH2:25]3)[CH2:23][NH:22][S:21]2(=[O:32])=[O:31])[CH:17]=[CH:18][CH:19]=1.C(=O)([O-])[O-].[Cs+].[Cs+]. The catalyst is CN(C=O)C.O. The product is [F:13][C:14]1[CH:15]=[C:16]([N:20]2[C@@:24]3([CH2:29][CH2:28][N:27]([CH2:2][C:3]4[CH:8]=[CH:7][CH:6]=[C:5]([O:9][CH:10]([CH3:12])[CH3:11])[CH:4]=4)[C@@H:26]([CH3:30])[CH2:25]3)[CH2:23][NH:22][S:21]2(=[O:32])=[O:31])[CH:17]=[CH:18][CH:19]=1. The yield is 0.400.